This data is from Experimentally validated miRNA-target interactions with 360,000+ pairs, plus equal number of negative samples. The task is: Binary Classification. Given a miRNA mature sequence and a target amino acid sequence, predict their likelihood of interaction. The miRNA is hsa-miR-135b-3p with sequence AUGUAGGGCUAAAAGCCAUGGG. The protein sequence of the target gene is MDNRFATAFVIACVLSLISTIYMAASIGTDFWYEYRSPIQENSSDSNKIAWEDFLGDEADEKTYNDVLFRYNGSLGLWRRCITIPKNTHWYAPPERTESFDVVTKCMSFTLNEQFMEKYVDPGNHNSGIDLLRTYLWRCQFLLPFVSLGLMCFGALIGLCACICRSLYPTLATGILHLLAGLCTLGSVSCYVAGIELLHQKVELPKDVSGEFGWSFCLACVSAPLQFMAAALFIWAAHTNRKEYTLMKAYRVA. Result: 0 (no interaction).